The task is: Regression. Given two drug SMILES strings and cell line genomic features, predict the synergy score measuring deviation from expected non-interaction effect.. This data is from NCI-60 drug combinations with 297,098 pairs across 59 cell lines. Drug 1: CC1=C2C(C(=O)C3(C(CC4C(C3C(C(C2(C)C)(CC1OC(=O)C(C(C5=CC=CC=C5)NC(=O)OC(C)(C)C)O)O)OC(=O)C6=CC=CC=C6)(CO4)OC(=O)C)O)C)O. Drug 2: CS(=O)(=O)OCCCCOS(=O)(=O)C. Cell line: HCT-15. Synergy scores: CSS=5.58, Synergy_ZIP=-1.41, Synergy_Bliss=-4.65, Synergy_Loewe=3.00, Synergy_HSA=-4.15.